From a dataset of NCI-60 drug combinations with 297,098 pairs across 59 cell lines. Regression. Given two drug SMILES strings and cell line genomic features, predict the synergy score measuring deviation from expected non-interaction effect. (1) Drug 1: CN1CCC(CC1)COC2=C(C=C3C(=C2)N=CN=C3NC4=C(C=C(C=C4)Br)F)OC. Drug 2: CC(C)CN1C=NC2=C1C3=CC=CC=C3N=C2N. Cell line: EKVX. Synergy scores: CSS=10.6, Synergy_ZIP=-5.84, Synergy_Bliss=-7.37, Synergy_Loewe=-11.4, Synergy_HSA=-8.04. (2) Drug 1: CCN(CC)CCCC(C)NC1=C2C=C(C=CC2=NC3=C1C=CC(=C3)Cl)OC. Drug 2: C1C(C(OC1N2C=NC3=C2NC=NCC3O)CO)O. Cell line: NCI-H460. Synergy scores: CSS=-5.20, Synergy_ZIP=2.88, Synergy_Bliss=1.60, Synergy_Loewe=-4.19, Synergy_HSA=-4.36.